The task is: Predict the product of the given reaction.. This data is from Forward reaction prediction with 1.9M reactions from USPTO patents (1976-2016). (1) Given the reactants C[Mg]Br.[CH3:4][Si](Cl)(C)C.[Cl:9][C:10]1[CH:11]=[C:12](/[CH:17]=[CH:18]/[C:19]([O:21][CH2:22][CH3:23])=[O:20])[CH:13]=[CH:14][C:15]=1[Cl:16].[F:24][C:25]([F:36])([F:35])[C:26](O[C:26](=[O:27])[C:25]([F:36])([F:35])[F:24])=[O:27].[Cl-].[NH4+].Cl, predict the reaction product. The product is: [Cl:9][C:10]1[CH:11]=[C:12]([CH:17]([CH:18]([C:26](=[O:27])[C:25]([F:36])([F:35])[F:24])[C:19]([O:21][CH2:22][CH3:23])=[O:20])[CH3:4])[CH:13]=[CH:14][C:15]=1[Cl:16]. (2) Given the reactants C(OC([N:8]1[CH2:31][CH2:30][C:11]2([C:14](=[O:15])[N:13]([C:16]3[CH:21]=[CH:20][C:19]([F:22])=[C:18]([Cl:23])[CH:17]=3)[CH:12]2[C:24]2[CH:29]=[CH:28][CH:27]=[CH:26][N:25]=2)[CH2:10][CH2:9]1)=O)(C)(C)C.C(O)(C(F)(F)F)=O, predict the reaction product. The product is: [Cl:23][C:18]1[CH:17]=[C:16]([N:13]2[CH:12]([C:24]3[CH:29]=[CH:28][CH:27]=[CH:26][N:25]=3)[C:11]3([CH2:10][CH2:9][NH:8][CH2:31][CH2:30]3)[C:14]2=[O:15])[CH:21]=[CH:20][C:19]=1[F:22]. (3) Given the reactants [CH3:1][Sn:2](Cl)([CH3:4])[CH3:3].C1COCC1.[Cl:11][C:12]1[CH:17]=[CH:16][C:15]([Mg]Br)=[CH:14][CH:13]=1.CCOCC, predict the reaction product. The product is: [Cl:11][C:12]1[CH:17]=[CH:16][C:15]([Sn:2]([CH3:4])([CH3:3])[CH3:1])=[CH:14][CH:13]=1. (4) Given the reactants [CH3:1][N:2]1[CH:6]=[CH:5][N:4]=[CH:3]1.[Li]CCCC.[C:12]1([S:18][S:18][C:12]2[CH:17]=[CH:16][CH:15]=[CH:14][CH:13]=2)[CH:17]=[CH:16][CH:15]=[CH:14][CH:13]=1.[I:26]I.S(=O)(O)[O-].[Na+], predict the reaction product. The product is: [I:26][C:6]1[N:2]([CH3:1])[C:3]([S:18][C:12]2[CH:17]=[CH:16][CH:15]=[CH:14][CH:13]=2)=[N:4][CH:5]=1. (5) Given the reactants [NH:1]1[CH2:6][CH2:5][CH2:4][CH2:3][CH2:2]1.[CH2:7]([O:9][C:10](=[O:25])[CH2:11][C:12]1[CH:17]=[C:16](Cl)[C:15]([N+:19]([O-])=O)=[CH:14][C:13]=1[N+:22]([O-])=O)[CH3:8].C(O)(=O)C, predict the reaction product. The product is: [CH2:7]([O:9][C:10](=[O:25])[CH2:11][C:12]1[CH:17]=[C:16]([N:1]2[CH2:6][CH2:5][CH2:4][CH2:3][CH2:2]2)[C:15]([NH2:19])=[CH:14][C:13]=1[NH2:22])[CH3:8]. (6) Given the reactants [Cl-].[Cl-].[CH2:3]([C:7]1([Zr+2:13]C2(CCCC)C=CC(C)=C2)[CH:11]=[CH:10][C:9]([CH3:12])=[CH:8]1)[CH2:4][CH2:5][CH3:6].[Li][CH3:25], predict the reaction product. The product is: [CH3-:3].[CH3-:25].[CH3:6][CH2:5][CH2:4][CH2:3][C-:7]1[CH:8]=[C:9]([CH3:12])[CH:10]=[CH:11]1.[CH3:6][CH2:5][CH2:4][CH2:3][C-:7]1[CH:8]=[C:9]([CH3:12])[CH:10]=[CH:11]1.[Zr+4:13]. (7) Given the reactants COC1C2N[C:10](=[O:21])C3C(=O)C4N=CC=CC=4C=3C=2C=CC=1.CO[C:24]1[C:29]2[NH:30][C:31](=O)[C:32]3[C:33](=[O:41])[C:34]4[CH:35]=[CH:36][CH:37]=[N:38][C:39]=4[C:40]=3[C:28]=2[CH:27]=[CH:26][CH:25]=1.CN(C=O)C.P(Cl)(Cl)([Cl:50])=O, predict the reaction product. The product is: [Cl:50][C:31]1[C:32]2[C:33](=[O:41])[C:34]3[CH:35]=[CH:36][CH:37]=[N:38][C:39]=3[C:40]=2[C:28]2[CH:27]=[CH:26][C:25]([O:21][CH3:10])=[CH:24][C:29]=2[N:30]=1. (8) Given the reactants [CH2:1]([O:3][C:4]([C:6]1([CH2:19][CH:20]=O)[CH2:11][CH2:10][N:9]([C:12]([O:14][C:15]([CH3:18])([CH3:17])[CH3:16])=[O:13])[CH2:8][CH2:7]1)=[O:5])[CH3:2].[CH3:22][C:23]1[C:28]([NH2:29])=[CH:27][CH:26]=[C:25]([N:30]2[CH2:34][CH2:33][C@@H:32]([N:35]3[CH2:39][CH2:38][CH2:37][C@@H:36]3[CH3:40])[CH2:31]2)[N:24]=1, predict the reaction product. The product is: [CH2:1]([O:3][C:4]([C:6]1([CH2:19][CH2:20][NH:29][C:28]2[C:23]([CH3:22])=[N:24][C:25]([N:30]3[CH2:34][CH2:33][C@@H:32]([N:35]4[CH2:39][CH2:38][CH2:37][C@@H:36]4[CH3:40])[CH2:31]3)=[CH:26][CH:27]=2)[CH2:7][CH2:8][N:9]([C:12]([O:14][C:15]([CH3:16])([CH3:17])[CH3:18])=[O:13])[CH2:10][CH2:11]1)=[O:5])[CH3:2]. (9) The product is: [O:2]1[C:11]2[C:6](=[CH:7][CH:8]=[CH:9][CH:10]=2)[CH:5]([NH:12][C:13]2[C:14]3[N:15]([C:22]([CH3:26])=[C:23]([CH3:25])[N:24]=3)[CH:16]=[C:17]([C:19]([N:29]([CH3:30])[CH3:28])=[O:21])[CH:18]=2)[CH2:4][CH2:3]1. Given the reactants Cl.[O:2]1[C:11]2[C:6](=[CH:7][CH:8]=[CH:9][CH:10]=2)[CH:5]([NH:12][C:13]2[C:14]3[N:15]([C:22]([CH3:26])=[C:23]([CH3:25])[N:24]=3)[CH:16]=[C:17]([C:19]([OH:21])=O)[CH:18]=2)[CH2:4][CH2:3]1.Cl.[CH3:28][NH:29][CH3:30].Cl.CN(C)CCCN=C=NCC.O.ON1C2C=CC=CC=2N=N1, predict the reaction product.